Task: Predict the product of the given reaction.. Dataset: Forward reaction prediction with 1.9M reactions from USPTO patents (1976-2016) Given the reactants [C:1]([O:5][C:6]([N:8]([C:38]([O:40][C:41]([CH3:44])([CH3:43])[CH3:42])=[O:39])[C:9]1[C:10]([C:17]2[O:21][C:20]([C:22]3[CH:27]=[CH:26][C:25]([CH2:28][N:29]([CH3:37])[C:30](=[O:36])[O:31][C:32]([CH3:35])([CH3:34])[CH3:33])=[CH:24][CH:23]=3)=[N:19][N:18]=2)=[N:11][C:12]([CH:15]=[CH2:16])=[CH:13][N:14]=1)=[O:7])([CH3:4])([CH3:3])[CH3:2].[N+](=[CH:47][C:48]([O:50][CH2:51][CH3:52])=[O:49])=[N-], predict the reaction product. The product is: [C:41]([O:40][C:38]([N:8]([C:6]([O:5][C:1]([CH3:2])([CH3:4])[CH3:3])=[O:7])[C:9]1[N:14]=[CH:13][C:12]([CH:15]2[CH2:16][CH:47]2[C:48]([O:50][CH2:51][CH3:52])=[O:49])=[N:11][C:10]=1[C:17]1[O:21][C:20]([C:22]2[CH:27]=[CH:26][C:25]([CH2:28][N:29]([C:30]([O:31][C:32]([CH3:33])([CH3:34])[CH3:35])=[O:36])[CH3:37])=[CH:24][CH:23]=2)=[N:19][N:18]=1)=[O:39])([CH3:44])([CH3:42])[CH3:43].